From a dataset of Reaction yield outcomes from USPTO patents with 853,638 reactions. Predict the reaction yield, written as a fraction of the theoretical maximum amount of product (1.0 means a 100% yield; for example, 0.34 means a 34% yield). (1) The reactants are Br[C:2]1[N:7]=[C:6]([CH2:8][O:9][N:10]=[C:11]([C:18]2[N:22]([CH3:23])[N:21]=[N:20][N:19]=2)[C:12]2[CH:17]=[CH:16][CH:15]=[CH:14][CH:13]=2)[CH:5]=[CH:4][CH:3]=1.[CH:24]1(/[CH:30]=[CH:31]/B(O)O)[CH2:29][CH2:28][CH2:27][CH2:26][CH2:25]1.C([O-])([O-])=O.[Na+].[Na+]. The catalyst is C1C=CC([P]([Pd]([P](C2C=CC=CC=2)(C2C=CC=CC=2)C2C=CC=CC=2)([P](C2C=CC=CC=2)(C2C=CC=CC=2)C2C=CC=CC=2)[P](C2C=CC=CC=2)(C2C=CC=CC=2)C2C=CC=CC=2)(C2C=CC=CC=2)C2C=CC=CC=2)=CC=1.C1(C)C=CC=CC=1.C(O)C.O. The product is [CH:24]1(/[CH:30]=[CH:31]/[C:2]2[N:7]=[C:6]([CH2:8][O:9][N:10]=[C:11]([C:18]3[N:22]([CH3:23])[N:21]=[N:20][N:19]=3)[C:12]3[CH:17]=[CH:16][CH:15]=[CH:14][CH:13]=3)[CH:5]=[CH:4][CH:3]=2)[CH2:29][CH2:28][CH2:27][CH2:26][CH2:25]1. The yield is 0.680. (2) The reactants are [NH2:1][CH2:2][CH:3]1[O:7][C:6](=[O:8])[N:5]([C:9]2[CH:14]=[CH:13][C:12]([N:15]3[CH:19]=[C:18]([CH2:20][N:21]4[CH:25]=[CH:24][N:23]=[CH:22]4)[N:17]=[CH:16]3)=[C:11]([F:26])[CH:10]=2)[CH2:4]1.C(N(CC)CC)C.Cl[C:35]([O:37][CH3:38])=[O:36].O. The catalyst is ClCCl. The product is [F:26][C:11]1[CH:10]=[C:9]([N:5]2[CH2:4][CH:3]([CH2:2][NH:1][C:35](=[O:36])[O:37][CH3:38])[O:7][C:6]2=[O:8])[CH:14]=[CH:13][C:12]=1[N:15]1[CH:19]=[C:18]([CH2:20][N:21]2[CH:25]=[CH:24][N:23]=[CH:22]2)[N:17]=[CH:16]1. The yield is 0.150. (3) The reactants are [CH2:1]([O:3][C:4]([C:6]1[C:7](Cl)=[C:8]2[CH:14]=C[NH:12][C:9]2=[N:10][CH:11]=1)=[O:5])[CH3:2].Cl.[Cl:17][C:18]1[CH:31]=[CH:30][C:21]([CH2:22][C:23]2([NH2:29])[CH2:28][CH2:27][NH:26][CH2:25][CH2:24]2)=[CH:20][CH:19]=1.C([N:34](CC)CC)C. The catalyst is C(O)CCC.C(OCC)(=O)C. The product is [CH2:1]([O:3][C:4]([C:6]1[C:7]([N:26]2[CH2:25][CH2:24][C:23]([NH2:29])([CH2:22][C:21]3[CH:20]=[CH:19][C:18]([Cl:17])=[CH:31][CH:30]=3)[CH2:28][CH2:27]2)=[C:8]2[CH:14]=[N:34][NH:12][C:9]2=[N:10][CH:11]=1)=[O:5])[CH3:2]. The yield is 0.870. (4) The reactants are [Cl:1][C:2]1[N:3]([CH2:10][CH2:11][CH:12]2[CH2:14][O:13]2)[CH:4]=[C:5]([N+:7]([O-:9])=[O:8])[N:6]=1.[Br:15][C:16]1[N:21]=[CH:20][C:19]([OH:22])=[CH:18][CH:17]=1.C([O-])([O-])=O.[K+].[K+]. The catalyst is CC(=O)CC.O. The product is [Br:15][C:16]1[N:21]=[CH:20][C:19]([O:22][CH2:14][CH:12]([OH:13])[CH2:11][CH2:10][N:3]2[CH:4]=[C:5]([N+:7]([O-:9])=[O:8])[N:6]=[C:2]2[Cl:1])=[CH:18][CH:17]=1. The yield is 0.370. (5) The reactants are OC(C(F)(F)F)=O.[CH:8]([N:11]1[C:15]([C:16]2[S:17][C:18]3[CH2:19][CH2:20][O:21][C:22]4[CH:29]=[C:28]([CH:30]5[CH2:35][CH2:34][NH:33][CH2:32][CH2:31]5)[CH:27]=[CH:26][C:23]=4[C:24]=3[N:25]=2)=[N:14][CH:13]=[N:12]1)([CH3:10])[CH3:9].C(N(CC)CC)C.Br[CH2:44][C:45]([NH2:47])=[O:46]. The catalyst is C(Cl)Cl.CO.O. The product is [CH:8]([N:11]1[C:15]([C:16]2[S:17][C:18]3[CH2:19][CH2:20][O:21][C:22]4[CH:29]=[C:28]([CH:30]5[CH2:35][CH2:34][N:33]([CH2:44][C:45]([NH2:47])=[O:46])[CH2:32][CH2:31]5)[CH:27]=[CH:26][C:23]=4[C:24]=3[N:25]=2)=[N:14][CH:13]=[N:12]1)([CH3:10])[CH3:9]. The yield is 0.720. (6) The reactants are [Br:1][C:2]1[CH:7]=[CH:6][C:5]([CH2:8]Br)=[C:4]([Cl:10])[CH:3]=1.[C-:11]#[N:12].[K+]. The catalyst is [Br-].C([N+](CCCC)(CCCC)CCCC)CCC.C(Cl)Cl.O.O. The product is [Br:1][C:2]1[CH:7]=[CH:6][C:5]([CH2:8][C:11]#[N:12])=[C:4]([Cl:10])[CH:3]=1. The yield is 1.00.